Dataset: Forward reaction prediction with 1.9M reactions from USPTO patents (1976-2016). Task: Predict the product of the given reaction. (1) Given the reactants C(Cl)(=O)C(Cl)=O.CS(C)=O.[CH2:11]([O:18][C@H:19]1[C@H:24]([O:25][CH2:26][C:27]2[CH:32]=[CH:31][CH:30]=[CH:29][CH:28]=2)[C@@H:23]([O:33][CH2:34][C:35]2[CH:40]=[CH:39][CH:38]=[CH:37][CH:36]=2)[C@@:22]([C:43]2[CH:48]=[CH:47][C:46]([Cl:49])=[C:45]([CH2:50][C:51]3[CH:56]=[CH:55][C:54]([O:57][CH2:58][CH3:59])=[C:53]([F:60])[CH:52]=3)[CH:44]=2)([O:41][CH3:42])[O:21][C@@H:20]1[CH2:61][OH:62])[C:12]1[CH:17]=[CH:16][CH:15]=[CH:14][CH:13]=1.C(N(CC)CC)C, predict the reaction product. The product is: [CH2:11]([O:18][C@H:19]1[C@H:24]([O:25][CH2:26][C:27]2[CH:32]=[CH:31][CH:30]=[CH:29][CH:28]=2)[C@@H:23]([O:33][CH2:34][C:35]2[CH:40]=[CH:39][CH:38]=[CH:37][CH:36]=2)[C@@:22]([C:43]2[CH:48]=[CH:47][C:46]([Cl:49])=[C:45]([CH2:50][C:51]3[CH:56]=[CH:55][C:54]([O:57][CH2:58][CH3:59])=[C:53]([F:60])[CH:52]=3)[CH:44]=2)([O:41][CH3:42])[O:21][C@@H:20]1[CH:61]=[O:62])[C:12]1[CH:17]=[CH:16][CH:15]=[CH:14][CH:13]=1. (2) Given the reactants [OH:1][C:2]1[CH:33]=[CH:32][C:5]([CH2:6][CH:7]2[C:16]3[C:11](=[CH:12][C:13]([O:19][CH3:20])=[C:14]([O:17][CH3:18])[CH:15]=3)[CH2:10][CH2:9][N:8]2[CH2:21][C:22]([NH:24][CH2:25][C:26]2[CH:31]=[CH:30][CH:29]=[CH:28][CH:27]=2)=[O:23])=[CH:4][C:3]=1[O:34][CH3:35].Br[CH2:37][C:38]([O:40][CH2:41][CH3:42])=[O:39], predict the reaction product. The product is: [CH2:41]([O:40][C:38](=[O:39])[CH2:37][O:1][C:2]1[CH:33]=[CH:32][C:5]([CH2:6][CH:7]2[C:16]3[C:11](=[CH:12][C:13]([O:19][CH3:20])=[C:14]([O:17][CH3:18])[CH:15]=3)[CH2:10][CH2:9][N:8]2[CH2:21][C:22](=[O:23])[NH:24][CH2:25][C:26]2[CH:31]=[CH:30][CH:29]=[CH:28][CH:27]=2)=[CH:4][C:3]=1[O:34][CH3:35])[CH3:42]. (3) Given the reactants I[C:2]1[CH:7]=[CH:6][C:5]([C:8]2[CH:13]=[CH:12][C:11](I)=[CH:10][CH:9]=2)=[CH:4][CH:3]=1.[CH2:15]([C:19]1[CH:24]=[CH:23][C:22]([NH:25][C:26]2[CH:31]=[CH:30][C:29]([C:32]([CH3:35])([CH3:34])[CH3:33])=[CH:28][CH:27]=2)=[CH:21][CH:20]=1)[CH2:16][CH2:17][CH3:18].[OH-].[K+], predict the reaction product. The product is: [CH2:15]([C:19]1[CH:24]=[CH:23][C:22]([N:25]([C:26]2[CH:27]=[CH:28][C:29]([C:32]([CH3:34])([CH3:33])[CH3:35])=[CH:30][CH:31]=2)[C:2]2[CH:7]=[CH:6][C:5]([C:8]3[CH:13]=[CH:12][C:11]([N:25]([C:22]4[CH:21]=[CH:20][C:19]([CH2:15][CH2:16][CH2:17][CH3:18])=[CH:24][CH:23]=4)[C:26]4[CH:27]=[CH:28][C:29]([C:32]([CH3:35])([CH3:34])[CH3:33])=[CH:30][CH:31]=4)=[CH:10][CH:9]=3)=[CH:4][CH:3]=2)=[CH:21][CH:20]=1)[CH2:16][CH2:17][CH3:18]. (4) The product is: [ClH:19].[NH2:8][CH:9]([C:13]1[CH:18]=[CH:17][C:16]([Cl:19])=[C:15]([Cl:20])[CH:14]=1)[C:10]([O:12][CH2:25][CH3:26])=[O:11]. Given the reactants C(OC([NH:8][CH:9]([C:13]1[CH:18]=[CH:17][C:16]([Cl:19])=[C:15]([Cl:20])[CH:14]=1)[C:10]([OH:12])=[O:11])=O)(C)(C)C.S(Cl)(Cl)=O.[CH2:25](O)[CH3:26], predict the reaction product.